This data is from Full USPTO retrosynthesis dataset with 1.9M reactions from patents (1976-2016). The task is: Predict the reactants needed to synthesize the given product. (1) Given the product [NH2:33][C:34]1[N:39]([C:40]2[CH:41]=[CH:42][C:43]([CH2:46][CH2:47][N:4]3[CH2:5][CH2:6][N:1]([C:15]([O:17][CH2:18][C:19]4[CH:20]=[CH:21][CH:22]=[CH:23][CH:24]=4)=[O:16])[CH:2]([C:7]([O:9][CH:10]4[CH2:14][CH2:13][CH2:12][CH2:11]4)=[O:8])[CH2:3]3)=[CH:44][CH:45]=2)[C:38](=[O:53])[CH:37]=[CH:36][C:35]=1[C:54]([C:55]1[CH:60]=[CH:59][C:58]([F:61])=[CH:57][CH:56]=1)=[O:62], predict the reactants needed to synthesize it. The reactants are: [N:1]1([C:15]([O:17][CH2:18][C:19]2[CH:24]=[CH:23][CH:22]=[CH:21][CH:20]=2)=[O:16])[CH2:6][CH2:5][NH:4][CH2:3][CH:2]1[C:7]([O:9][CH:10]1[CH2:14][CH2:13][CH2:12][CH2:11]1)=[O:8].C([O-])([O-])=O.[K+].[K+].[Na+].[I-].[NH2:33][C:34]1[N:39]([C:40]2[CH:45]=[CH:44][C:43]([CH2:46][CH2:47]OS(C)(=O)=O)=[CH:42][CH:41]=2)[C:38](=[O:53])[CH:37]=[CH:36][C:35]=1[C:54](=[O:62])[C:55]1[CH:60]=[CH:59][C:58]([F:61])=[CH:57][CH:56]=1. (2) Given the product [NH:7]1[C:8]2[C:4](=[CH:3][C:2]([NH:1][S:25]([C:24]3[N:23]4[C:19]([S:20][CH2:21][CH2:22]4)=[N:18][C:17]=3[Cl:16])(=[O:26])=[O:27])=[CH:10][CH:9]=2)[CH:5]=[CH:6]1, predict the reactants needed to synthesize it. The reactants are: [NH2:1][C:2]1[CH:3]=[C:4]2[C:8](=[CH:9][CH:10]=1)[NH:7][CH:6]=[CH:5]2.C(=O)([O-])O.[Na+].[Cl:16][C:17]1[N:18]=[C:19]2[N:23]([C:24]=1[S:25](Cl)(=[O:27])=[O:26])[CH2:22][CH2:21][S:20]2.C(Cl)(Cl)Cl.CO. (3) Given the product [Br:28][C:29]1[CH:36]=[CH:35][C:32]([CH2:33][N:9]2[C:10]3[C:16]4[CH:17]=[CH:18][CH:19]=[CH:20][C:15]=4[O:14][C:11]=3[C:12](=[O:13])[N:7]([OH:6])[C:8]2=[O:21])=[CH:31][CH:30]=1, predict the reactants needed to synthesize it. The reactants are: COC1C=C(OC)C=CC=1C[O:6][N:7]1[C:12](=[O:13])[C:11]2[O:14][C:15]3[CH:20]=[CH:19][CH:18]=[CH:17][C:16]=3[C:10]=2[NH:9][C:8]1=[O:21].[Br:28][C:29]1[CH:36]=[CH:35][C:32]([CH2:33]Br)=[CH:31][CH:30]=1.